This data is from Catalyst prediction with 721,799 reactions and 888 catalyst types from USPTO. The task is: Predict which catalyst facilitates the given reaction. (1) Reactant: [CH2:1]([C:4]1[CH:13]=[C:12]([CH3:14])[CH:11]=[CH:10][C:5]=1[C:6](OC)=[O:7])[CH:2]=[CH2:3].[H-].[H-].[H-].[H-].[Li+].[Al+3]. Product: [CH2:1]([C:4]1[CH:13]=[C:12]([CH3:14])[CH:11]=[CH:10][C:5]=1[CH2:6][OH:7])[CH:2]=[CH2:3]. The catalyst class is: 1. (2) Reactant: [CH2:1]([O:8][N:9]1[C:15](=[O:16])[N:14]2[CH2:17][C@H:10]1[CH2:11][CH2:12][C@H:13]2[C:18]([OH:20])=O)[C:2]1[CH:7]=[CH:6][CH:5]=[CH:4][CH:3]=1.[NH:21]([C:23]([CH:25]1[CH2:28][N:27]([C:29]([O:31][C:32]([CH3:35])([CH3:34])[CH3:33])=[O:30])[CH2:26]1)=[O:24])[NH2:22].ON1C2C=CC=CC=2N=N1.Cl.C(N=C=NCCCN(C)C)C. Product: [CH2:1]([O:8][N:9]1[C:15](=[O:16])[N:14]2[CH2:17][C@@H:10]1[CH2:11][CH2:12][C@@H:13]2[C:18]([NH:22][NH:21][C:23]([CH:25]1[CH2:28][N:27]([C:29]([O:31][C:32]([CH3:35])([CH3:34])[CH3:33])=[O:30])[CH2:26]1)=[O:24])=[O:20])[C:2]1[CH:3]=[CH:4][CH:5]=[CH:6][CH:7]=1. The catalyst class is: 172. (3) Reactant: [C:1]([C:3]1[S:7][C:6]([C:8]2[N:13]=[N:12][C:11]([N:14]([CH2:22][C:23]3([C:27]4[C:32]([F:33])=[CH:31][CH:30]=[CH:29][N:28]=4)[CH2:26][CH2:25][CH2:24]3)[C:15](=[O:21])[O:16][C:17]([CH3:20])([CH3:19])[CH3:18])=[CH:10][CH:9]=2)=[CH:5][CH:4]=1)#[N:2].C[O-].[Na+].NN.C1N=C[N:41]([C:44]([N:46]2C=NC=C2)=[O:45])C=1. Product: [F:33][C:32]1[C:27]([C:23]2([CH2:22][N:14]([C:11]3[N:12]=[N:13][C:8]([C:6]4[S:7][C:3]([C:1]5[NH:46][C:44](=[O:45])[NH:41][N:2]=5)=[CH:4][CH:5]=4)=[CH:9][CH:10]=3)[C:15](=[O:21])[O:16][C:17]([CH3:20])([CH3:19])[CH3:18])[CH2:26][CH2:25][CH2:24]2)=[N:28][CH:29]=[CH:30][CH:31]=1. The catalyst class is: 5. (4) Reactant: [Br:1][C:2]1[CH:7]=[CH:6][N:5]=[C:4]([CH:8]([NH2:14])[CH2:9][CH2:10][CH2:11][O:12][CH3:13])[CH:3]=1.[C:15](OC(=O)C)(=[O:17])[CH3:16].[OH-].[Na+]. Product: [Br:1][C:2]1[CH:7]=[CH:6][N:5]=[C:4]([CH:8]([NH:14][C:15](=[O:17])[CH3:16])[CH2:9][CH2:10][CH2:11][O:12][CH3:13])[CH:3]=1. The catalyst class is: 342. (5) Reactant: [OH:1][CH2:2][CH2:3][N:4]([CH2:9][C:10]([OH:12])=[O:11])[CH2:5][C:6]([OH:8])=[O:7].[Si:13](Cl)([C:16]([CH3:19])([CH3:18])[CH3:17])([CH3:15])[CH3:14].N12CCCN=C1CCCCC2. Product: [Si:13]([O:11][C:10](=[O:12])[CH2:9][N:4]([CH2:5][C:6]([OH:8])=[O:7])[CH2:3][CH2:2][OH:1])([C:16]([CH3:19])([CH3:18])[CH3:17])([CH3:15])[CH3:14]. The catalyst class is: 10. (6) Reactant: NN1C(C)=NN=N1.[C:8]1([CH3:18])[CH:13]=[CH:12][C:11]([S:14]([O-:17])(=[O:16])=[O:15])=[CH:10][CH:9]=1.[NH+]1C=CC=CC=1. Product: [CH3:18][C:8]1[CH:9]=[CH:10][C:11]([S:14]([OH:17])(=[O:16])=[O:15])=[CH:12][CH:13]=1. The catalyst class is: 8. (7) Product: [Br:1][C:2]1[CH:3]=[C:4]2[C:10]([CH3:11])=[N:9][N:8]([CH2:15][C:16]3[CH:21]=[CH:20][C:19]([O:22][CH3:23])=[CH:18][CH:17]=3)[C:5]2=[N:6][CH:7]=1. The catalyst class is: 3. Reactant: [Br:1][C:2]1[CH:3]=[C:4]2[C:10]([CH3:11])=[N:9][NH:8][C:5]2=[N:6][CH:7]=1.[H-].[Na+].Cl[CH2:15][C:16]1[CH:21]=[CH:20][C:19]([O:22][CH3:23])=[CH:18][CH:17]=1.